From a dataset of Reaction yield outcomes from USPTO patents with 853,638 reactions. Predict the reaction yield, written as a fraction of the theoretical maximum amount of product (1.0 means a 100% yield; for example, 0.34 means a 34% yield). (1) The reactants are [CH3:1][O:2][C:3]([C:5]1[C:10]([CH:11]([F:14])[CH2:12]Br)=[C:9]([NH2:15])[N:8]=[C:7]([C:16]2[CH:21]=[CH:20][C:19]([Cl:22])=[C:18]([O:23][CH3:24])[C:17]=2[F:25])[N:6]=1)=[O:4].C([SnH](CCCC)CCCC)CCC. The catalyst is COCCOC.N(C(C)(C)C#N)=NC(C)(C)C#N. The product is [CH3:1][O:2][C:3]([C:5]1[C:10]([CH:11]([F:14])[CH3:12])=[C:9]([NH2:15])[N:8]=[C:7]([C:16]2[CH:21]=[CH:20][C:19]([Cl:22])=[C:18]([O:23][CH3:24])[C:17]=2[F:25])[N:6]=1)=[O:4]. The yield is 0.610. (2) The reactants are [Br:1][C:2]1[CH:3]=[C:4]([NH2:13])[C:5]([NH:8][CH2:9][CH:10]2[CH2:12][CH2:11]2)=[CH:6][CH:7]=1.[C:14]([CH2:18][C:19](Cl)=[O:20])([CH3:17])([CH3:16])[CH3:15].O.C1(C)C=CC(S(O)(=O)=O)=CC=1.N. The catalyst is C(OCC)(=O)C.O. The product is [Br:1][C:2]1[CH:7]=[CH:6][C:5]2[N:8]([CH2:9][CH:10]3[CH2:12][CH2:11]3)[C:19]([CH2:18][C:14]([CH3:17])([CH3:16])[CH3:15])=[N:13][C:4]=2[CH:3]=1.[Br:1][C:2]1[CH:7]=[CH:6][C:5]([NH:8][CH2:9][CH:10]2[CH2:12][CH2:11]2)=[C:4]([NH:13][C:19](=[O:20])[CH2:18][C:14]([CH3:17])([CH3:16])[CH3:15])[CH:3]=1. The yield is 0.490. (3) The reactants are [Br:1][C:2]1[CH:3]=[C:4]([CH:7]=[C:8]([F:10])[CH:9]=1)C=O.[CH3:11][N:12]([CH3:16])[CH2:13][CH2:14][NH2:15].CC(O)=O.[BH3-]C#N.[Na+]. The catalyst is CO. The product is [Br:1][C:2]1[CH:3]=[C:4]([NH:15][CH2:14][CH2:13][N:12]([CH3:16])[CH3:11])[CH:7]=[C:8]([F:10])[CH:9]=1. The yield is 0.510. (4) The reactants are [C:1]1([NH:7][C:8]([C:10]2([C:13]([OH:15])=[O:14])[CH2:12][CH2:11]2)=[O:9])[CH:6]=[CH:5][CH:4]=[CH:3][CH:2]=1.[F:16]C1C=CC(N)=CC=1. No catalyst specified. The product is [F:16][C:4]1[CH:3]=[CH:2][C:1]([NH:7][C:8]([C:10]2([C:13]([OH:15])=[O:14])[CH2:11][CH2:12]2)=[O:9])=[CH:6][CH:5]=1. The yield is 0.570. (5) The reactants are C([O:8][C@@H:9]1[C@@H:47]([O:48]CC2C=CC=CC=2)[C@H:46]([O:56][C@@H:57]2[O:86][C@H:85]([CH2:87][O:88]CC3C=CC=CC=3)[C@@H:76]([O:77]CC3C=CC=CC=3)[C@H:67]([O:68]CC3C=CC=CC=3)[C@H:58]2[O:59]CC2C=CC=CC=2)[C@@H:45]([CH2:96][O:97]CC2C=CC=CC=2)[O:44][C@@H:10]1[O:11][C@H:12]1[C@H:16]([O:17]CC2C=CC=CC=2)[CH2:15][N:14](C(OCC2C=CC=CC=2)=O)[C@@H:13]1[CH2:35][O:36]CC1C=CC=CC=1)C1C=CC=CC=1.C(OCC)(=O)C.Cl.CO. The catalyst is CO.[OH-].[Pd+2].[OH-].[C]. The product is [C@@H:57]1([O:56][C@@H:46]2[C@@H:45]([CH2:96][OH:97])[O:44][C@H:10]([O:11][C@H:12]3[C@H:16]([OH:17])[CH2:15][NH:14][C@@H:13]3[CH2:35][OH:36])[C@H:9]([OH:8])[C@H:47]2[OH:48])[O:86][C@H:85]([CH2:87][OH:88])[C@@H:76]([OH:77])[C@H:67]([OH:68])[C@H:58]1[OH:59]. The yield is 0.420.